Dataset: Full USPTO retrosynthesis dataset with 1.9M reactions from patents (1976-2016). Task: Predict the reactants needed to synthesize the given product. (1) Given the product [OH:5][C:6]1[CH:7]=[CH:8][C:9]([CH2:12][C:13]([OH:15])=[O:14])=[CH:10][C:11]=1[N+:1]([O-:4])=[O:2], predict the reactants needed to synthesize it. The reactants are: [N+:1]([O-:4])(O)=[O:2].[OH:5][C:6]1[CH:11]=[CH:10][C:9]([CH2:12][C:13]([OH:15])=[O:14])=[CH:8][CH:7]=1.O. (2) Given the product [Cl:1][C:2]1[CH:3]=[CH:4][C:5]([CH:6]([CH:8]([C:9]#[N:10])[C:11]#[N:12])[CH3:7])=[CH:13][CH:14]=1, predict the reactants needed to synthesize it. The reactants are: [Cl:1][C:2]1[CH:14]=[CH:13][C:5]([C:6](=[C:8]([C:11]#[N:12])[C:9]#[N:10])[CH3:7])=[CH:4][CH:3]=1.[BH4-].[Na+].Cl.